This data is from Full USPTO retrosynthesis dataset with 1.9M reactions from patents (1976-2016). The task is: Predict the reactants needed to synthesize the given product. (1) The reactants are: [Cl-].[Al+3].[Cl-].[Cl-].ClC(Cl)C.[C:9]1([CH3:18])[CH:14]=[CH:13][C:12]([C:15](Cl)=[O:16])=[CH:11][CH:10]=1.[CH3:19][N:20]1[CH:24]=[CH:23][CH:22]=[C:21]1[CH2:25][C:26]#[N:27].Cl. Given the product [C:9]1([CH3:18])[CH:14]=[CH:13][C:12]([C:15]([C:24]2[N:20]([CH3:19])[C:21]([CH2:25][C:26]#[N:27])=[CH:22][CH:23]=2)=[O:16])=[CH:11][CH:10]=1, predict the reactants needed to synthesize it. (2) Given the product [OH:36][C:1]1[CH:10]=[CH:9][CH:8]=[CH:3][C:2]=1[CH:5]=[CH:12][C:13]1[CH:18]=[CH:17][C:16]([N:19]([C:27]2[CH:34]=[CH:33][C:30]([CH3:31])=[CH:29][CH:28]=2)[C:20]2[CH:25]=[CH:24][C:23]([CH3:26])=[CH:22][CH:21]=2)=[CH:15][CH:14]=1, predict the reactants needed to synthesize it. The reactants are: [CH3:1][C:2]([CH3:5])([O-])[CH3:3].[K+].O1C[CH2:10][CH2:9][CH2:8]1.[CH3:12][C:13]1[CH:18]=[CH:17][C:16]([N:19]([C:27]2[CH:34]=[CH:33][C:30]([CH:31]=O)=[CH:29][CH:28]=2)[C:20]2[CH:25]=[CH:24][C:23]([CH3:26])=[CH:22][CH:21]=2)=[CH:15][CH:14]=1.Cl.[OH2:36]. (3) Given the product [Cl:1][C:2]1[N:7]=[CH:6][C:5]([C:16]#[C:15][C:13]2[N:14]=[C:10]([CH3:9])[S:11][CH:12]=2)=[CH:4][N:3]=1, predict the reactants needed to synthesize it. The reactants are: [Cl:1][C:2]1[N:7]=[CH:6][C:5](Br)=[CH:4][N:3]=1.[CH3:9][C:10]1[S:11][CH:12]=[C:13]([C:15]#[CH:16])[N:14]=1.C(N(CC)CC)C.